This data is from Forward reaction prediction with 1.9M reactions from USPTO patents (1976-2016). The task is: Predict the product of the given reaction. (1) Given the reactants [CH:1]12[CH:14]3[CH:2]1[CH:3]1[CH:11]4[CH:12]([CH2:13]3)[CH:10]4[CH:9]2[CH:8]2[CH:4]1[C:5](=[O:16])[O:6][C:7]2=O.Cl[C:18]([O:20][CH2:21][CH3:22])=[O:19].[N-:23]=[N+]=[N-].[Na+].[CH2:27](O)[C:28]1C=C[CH:31]=[CH:30][CH:29]=1, predict the reaction product. The product is: [CH2:21]([O:20][C:18]([NH:23][C@H:8]1[CH:9]2[CH:10]3[CH:12]4[CH2:13][CH:14]5[CH:1]2[CH:2]5[CH:3]([CH:11]34)[C@H:4]1[C:5]([O:6][CH3:7])=[O:16])=[O:19])[C:22]1[CH:31]=[CH:30][CH:29]=[CH:28][CH:27]=1. (2) Given the reactants [Cl:1][C:2]1[N:3]=[N:4][C:5](Cl)=[CH:6][CH:7]=1.[Br-].[F:10][C:11]1[CH:18]=[CH:17][CH:16]=[C:15]([F:19])[C:12]=1[CH2:13][Zn+], predict the reaction product. The product is: [Cl:1][C:2]1[N:3]=[N:4][C:5]([CH2:13][C:12]2[C:11]([F:10])=[CH:18][CH:17]=[CH:16][C:15]=2[F:19])=[CH:6][CH:7]=1. (3) Given the reactants [Cl:1][C:2]1[C:3]2[C:17]([C:18]#[C:19][CH2:20][N:21]([CH2:26][CH:27]([CH3:29])[CH3:28])[CH2:22][CH:23]([CH3:25])[CH3:24])=[CH:16][N:15]([CH2:30][C:31]3[C:36]([CH3:37])=[C:35]([O:38][CH3:39])[C:34]([CH3:40])=[CH:33][N:32]=3)[C:4]=2[N:5]=[C:6]([NH:8]C(=O)C(C)(C)C)[N:7]=1, predict the reaction product. The product is: [Cl:1][C:2]1[C:3]2[C:17]([C:18]#[C:19][CH2:20][N:21]([CH2:26][CH:27]([CH3:29])[CH3:28])[CH2:22][CH:23]([CH3:25])[CH3:24])=[CH:16][N:15]([CH2:30][C:31]3[C:36]([CH3:37])=[C:35]([O:38][CH3:39])[C:34]([CH3:40])=[CH:33][N:32]=3)[C:4]=2[N:5]=[C:6]([NH2:8])[N:7]=1. (4) Given the reactants [Cl:1][C:2]1[C:3](=[O:27])[N:4]([C:10]2[C:15]([CH3:16])=[CH:14][N:13]=[C:12]([C:17]3[CH:22]=[CH:21][N:20]=[C:19]([C:23]([OH:26])([CH3:25])[CH3:24])[N:18]=3)[CH:11]=2)[C:5]([CH3:9])=[CH:6][C:7]=1[OH:8].Br[CH2:29][C:30]1[CH:31]=[N:32][CH:33]=[C:34]([CH3:36])[CH:35]=1.C(=O)([O-])[O-].[K+].[K+].C(OCC)(=O)C.CCCCCCC, predict the reaction product. The product is: [Cl:1][C:2]1[C:3](=[O:27])[N:4]([C:10]2[C:15]([CH3:16])=[CH:14][N:13]=[C:12]([C:17]3[CH:22]=[CH:21][N:20]=[C:19]([C:23]([OH:26])([CH3:24])[CH3:25])[N:18]=3)[CH:11]=2)[C:5]([CH3:9])=[CH:6][C:7]=1[O:8][CH2:29][C:30]1[CH:31]=[N:32][CH:33]=[C:34]([CH3:36])[CH:35]=1. (5) Given the reactants Br[C:2]1[C:3]([NH:14][C:15]2[C:24]3[C:19](=[CH:20][C:21]([F:26])=[CH:22][C:23]=3[F:25])[N:18]=[C:17]([C:27]3[CH:32]=[CH:31][CH:30]=[CH:29][N:28]=3)[C:16]=2[CH3:33])=[CH:4][C:5]([N:8]2[CH2:13][CH2:12][O:11][CH2:10][CH2:9]2)=[N:6][CH:7]=1.[CH3:34][S:35]([C:38]1[CH:39]=[C:40](B(O)O)[CH:41]=[CH:42][CH:43]=1)(=[O:37])=[O:36].C1(P(C2CCCCC2)C2CCCCC2)CCCCC1.[O-]P([O-])([O-])=O.[K+].[K+].[K+], predict the reaction product. The product is: [F:25][C:23]1[CH:22]=[C:21]([F:26])[CH:20]=[C:19]2[C:24]=1[C:15]([NH:14][C:3]1[C:2]([C:42]3[CH:41]=[CH:40][CH:39]=[C:38]([S:35]([CH3:34])(=[O:37])=[O:36])[CH:43]=3)=[CH:7][N:6]=[C:5]([N:8]3[CH2:9][CH2:10][O:11][CH2:12][CH2:13]3)[CH:4]=1)=[C:16]([CH3:33])[C:17]([C:27]1[CH:32]=[CH:31][CH:30]=[CH:29][N:28]=1)=[N:18]2. (6) Given the reactants [CH3:1][C:2]1[N:9]2[C:5]([S:6][C:7]([C:10]([NH:12][NH2:13])=[O:11])=[N:8]2)=[CH:4][N:3]=1.[F:14][C:15]1[CH:20]=[CH:19][C:18]([CH2:21][N:22]=[C:23]=O)=[CH:17][CH:16]=1.ClC(Cl)(Cl)Cl.CCN(CC)CC.C1(P(C2C=CC=CC=2)C2C=CC=CC=2)C=CC=CC=1, predict the reaction product. The product is: [F:14][C:15]1[CH:20]=[CH:19][C:18]([CH2:21][NH:22][C:23]2[O:11][C:10]([C:7]3[S:6][C:5]4=[CH:4][N:3]=[C:2]([CH3:1])[N:9]4[N:8]=3)=[N:12][N:13]=2)=[CH:17][CH:16]=1.